From a dataset of Catalyst prediction with 721,799 reactions and 888 catalyst types from USPTO. Predict which catalyst facilitates the given reaction. (1) Reactant: [CH2:1]([O:3][C:4](=[O:20])[C:5]([NH:8][NH:9][C:10]([O:12][CH2:13][C:14]1[CH:19]=[CH:18][CH:17]=[CH:16][CH:15]=1)=[O:11])([CH3:7])[CH3:6])[CH3:2].C([O-])([O-])=O.[K+].[K+].[CH3:27][C:28]1[CH:29]=[C:30]([CH:34]=[C:35]([CH3:37])[CH:36]=1)[C:31](Cl)=[O:32]. Product: [CH2:1]([O:3][C:4](=[O:20])[C:5]([N:8]([C:31](=[O:32])[C:30]1[CH:34]=[C:35]([CH3:37])[CH:36]=[C:28]([CH3:27])[CH:29]=1)[NH:9][C:10]([O:12][CH2:13][C:14]1[CH:19]=[CH:18][CH:17]=[CH:16][CH:15]=1)=[O:11])([CH3:7])[CH3:6])[CH3:2]. The catalyst class is: 34. (2) Product: [Cl:1][C:2]1[C:7]([Cl:8])=[CH:6][CH:5]=[CH:4][C:3]=1[C:9]1[CH:10]=[C:11]2[C:16]3=[C:17]([C@H:19]4[CH2:24][N:23]([CH2:26][CH2:25][CH3:27])[CH2:22][CH2:21][C@H:20]4[N:15]3[CH2:14][CH2:13][CH2:12]2)[CH:18]=1. Reactant: [Cl:1][C:2]1[C:7]([Cl:8])=[CH:6][CH:5]=[CH:4][C:3]=1[C:9]1[CH:10]=[C:11]2[C:16]3=[C:17]([C@H:19]4[CH2:24][NH:23][CH2:22][CH2:21][C@H:20]4[N:15]3[CH2:14][CH2:13][CH2:12]2)[CH:18]=1.[CH:25](N(CC)C(C)C)([CH3:27])[CH3:26].BrCCC. The catalyst class is: 12. (3) Reactant: [CH:1]([O:4][C:5]1([C:8]2[CH:13]=[CH:12][C:11]([C:14]#[C:15][Si](C)(C)C)=[CH:10][C:9]=2[CH2:20][CH3:21])[CH2:7][CH2:6]1)([CH3:3])[CH3:2].C(=O)([O-])[O-].[K+].[K+]. Product: [C:14]([C:11]1[CH:12]=[CH:13][C:8]([C:5]2([O:4][CH:1]([CH3:2])[CH3:3])[CH2:6][CH2:7]2)=[C:9]([CH2:20][CH3:21])[CH:10]=1)#[CH:15]. The catalyst class is: 5. (4) Reactant: [NH:1]1[C:5]2[CH:6]=[CH:7][CH:8]=[CH:9][C:4]=2[N:3]=[C:2]1[CH:10]1[CH2:15][CH2:14][CH2:13][CH:12]([NH:16][C:17]([C:19]2[CH:28]=[CH:27][C:22]3[O:23][CH2:24][CH2:25][O:26][C:21]=3[CH:20]=2)=[O:18])[CH2:11]1.Br[CH2:30][CH2:31][C:32]#[N:33].C(=O)([O-])[O-].[K+].[K+]. Product: [C:32]([CH2:31][CH2:30][N:1]1[C:5]2[CH:6]=[CH:7][CH:8]=[CH:9][C:4]=2[N:3]=[C:2]1[CH:10]1[CH2:15][CH2:14][CH2:13][CH:12]([NH:16][C:17]([C:19]2[CH:28]=[CH:27][C:22]3[O:23][CH2:24][CH2:25][O:26][C:21]=3[CH:20]=2)=[O:18])[CH2:11]1)#[N:33]. The catalyst class is: 3.